This data is from Catalyst prediction with 721,799 reactions and 888 catalyst types from USPTO. The task is: Predict which catalyst facilitates the given reaction. Reactant: C(O)C.[CH3:4][C:5]1([CH3:23])[C:9]([CH3:11])([CH3:10])[O:8][B:7]([C:12]2[CH:22]=[CH:21][C:15]([O:16][CH2:17][C:18]([CH3:20])=[O:19])=[CH:14][CH:13]=2)[O:6]1.[BH4-].[Na+]. Product: [CH3:11][C:9]1([CH3:10])[C:5]([CH3:4])([CH3:23])[O:6][B:7]([C:12]2[CH:22]=[CH:21][C:15]([O:16][CH2:17][CH:18]([OH:19])[CH3:20])=[CH:14][CH:13]=2)[O:8]1. The catalyst class is: 6.